This data is from Catalyst prediction with 721,799 reactions and 888 catalyst types from USPTO. The task is: Predict which catalyst facilitates the given reaction. (1) Reactant: Cl.[CH3:2][O:3][C:4](=[O:23])/[CH:5]=[CH:6]/[C:7]1[CH:8]=[C:9]2[C:19](=[CH:20][CH:21]=1)[O:18][C:12]1([CH2:17][CH2:16][CH2:15][NH:14][CH2:13]1)[CH2:11][C:10]2=[O:22].CC(O)=O.[CH:28](=O)[C:29]1[CH:34]=[CH:33][CH:32]=[CH:31][CH:30]=1.[BH-](OC(C)=O)(OC(C)=O)OC(C)=O.[Na+]. Product: [CH3:2][O:3][C:4](=[O:23])/[CH:5]=[CH:6]/[C:7]1[CH:8]=[C:9]2[C:19](=[CH:20][CH:21]=1)[O:18][C:12]1([CH2:17][CH2:16][CH2:15][N:14]([CH2:28][C:29]3[CH:34]=[CH:33][CH:32]=[CH:31][CH:30]=3)[CH2:13]1)[CH2:11][C:10]2=[O:22]. The catalyst class is: 2. (2) Reactant: Cl[C:2]1[CH:7]=[C:6]([I:8])[CH:5]=[C:4]([Cl:9])[N:3]=1.[CH3:10][C:11]([CH3:14])([O-:13])[CH3:12].[K+]. Product: [C:11]([O:13][C:2]1[CH:7]=[C:6]([I:8])[CH:5]=[C:4]([Cl:9])[N:3]=1)([CH3:14])([CH3:12])[CH3:10]. The catalyst class is: 54. (3) Reactant: [OH:1][C:2]1[CH:9]=[CH:8][CH:7]=[CH:6][C:3]=1[CH:4]=[O:5].[C:10]([Si:14](Cl)([CH3:16])[CH3:15])([CH3:13])([CH3:12])[CH3:11].N1C=CN=C1. Product: [C:10]([Si:14]([CH3:16])([CH3:15])[O:1][C:2]1[CH:9]=[CH:8][CH:7]=[CH:6][C:3]=1[CH:4]=[O:5])([CH3:13])([CH3:12])[CH3:11]. The catalyst class is: 4. (4) Reactant: [CH3:1][C:2]1([CH3:10])[O:7][C:6](=[O:8])[CH2:5][C:4](=[O:9])[O:3]1.[Cl:11][C:12]1[CH:20]=[CH:19][CH:18]=[CH:17][C:13]=1[C:14](Cl)=[O:15]. Product: [Cl:11][C:12]1[CH:20]=[CH:19][CH:18]=[CH:17][C:13]=1[C:14]([CH:5]1[C:6](=[O:8])[O:7][C:2]([CH3:10])([CH3:1])[O:3][C:4]1=[O:9])=[O:15]. The catalyst class is: 143. (5) Reactant: [F:1][C:2]([F:13])([F:12])[CH2:3][O:4][C:5]1[CH:10]=[CH:9][C:8]([NH2:11])=[CH:7][CH:6]=1.[C:14]([O-])(O)=[O:15].[Na+].ClC(Cl)(OC(=O)OC(Cl)(Cl)Cl)Cl. Product: [N:11]([C:8]1[CH:7]=[CH:6][C:5]([O:4][CH2:3][C:2]([F:12])([F:13])[F:1])=[CH:10][CH:9]=1)=[C:14]=[O:15]. The catalyst class is: 390. (6) The catalyst class is: 158. Product: [ClH:19].[CH2:41]([O:48][CH2:49][CH2:50][CH2:51][O:37][C:31]1[CH:30]=[C:29]2[C:34]([C:25]([NH:24][C:23]3[CH:38]=[CH:39][C:20]([Cl:19])=[CH:21][C:22]=3[F:40])=[N:26][CH:27]=[N:28]2)=[CH:33][C:32]=1[O:35][CH3:36])[C:42]1[CH:47]=[CH:46][CH:45]=[CH:44][CH:43]=1. Reactant: N(C(N1CCCCC1)=O)=NC(N1CCCCC1)=O.[Cl:19][C:20]1[CH:39]=[CH:38][C:23]([NH:24][C:25]2[C:34]3[C:29](=[CH:30][C:31]([OH:37])=[C:32]([O:35][CH3:36])[CH:33]=3)[N:28]=[CH:27][N:26]=2)=[C:22]([F:40])[CH:21]=1.[CH2:41]([O:48][CH2:49][CH2:50][CH2:51]O)[C:42]1[CH:47]=[CH:46][CH:45]=[CH:44][CH:43]=1.C(P(CCCC)CCCC)CCC. (7) Reactant: [OH:1][CH2:2][CH:3]([C:9]1[C:18]2[C:13](=[CH:14][CH:15]=[C:16]([O:19][CH3:20])[CH:17]=2)[CH:12]=[CH:11][CH:10]=1)[CH2:4][NH:5][C:6](=[O:8])[CH3:7].C(N(CC)CC)C.[CH3:28][S:29](Cl)(=[O:31])=[O:30].O. Product: [CH3:28][S:29]([O:1][CH2:2][CH:3]([C:9]1[C:18]2[C:13](=[CH:14][CH:15]=[C:16]([O:19][CH3:20])[CH:17]=2)[CH:12]=[CH:11][CH:10]=1)[CH2:4][NH:5][C:6](=[O:8])[CH3:7])(=[O:31])=[O:30]. The catalyst class is: 4.